Dataset: Full USPTO retrosynthesis dataset with 1.9M reactions from patents (1976-2016). Task: Predict the reactants needed to synthesize the given product. (1) Given the product [S:17]1[C:13]2[CH:12]=[C:11]([NH:8][CH:6]([CH3:7])[CH2:5][C:4]([OH:3])=[O:9])[CH:19]=[CH:18][C:14]=2[N:15]=[CH:16]1, predict the reactants needed to synthesize it. The reactants are: C([O:3][C:4](=[O:9])[CH2:5][CH:6]([NH2:8])[CH3:7])C.I[C:11]1[CH:19]=[CH:18][C:14]2[N:15]=[CH:16][S:17][C:13]=2[CH:12]=1.C(=O)([O-])[O-].[K+].[K+].CO. (2) The reactants are: [NH2:1][C:2]1[CH:11]=[C:10]2[C:5]([C:6]([NH:12][C:13]3[CH:18]=[CH:17][CH:16]=[C:15]([Br:19])[CH:14]=3)=[N:7][CH:8]=[N:9]2)=[CH:4][CH:3]=1.[C:20]([O:27][CH2:28][CH3:29])(=[O:26])/[CH:21]=[CH:22]/[C:23]([O-])=[O:24].Cl.CN(C)CCCN=C=NCC. Given the product [CH2:28]([O:27][C:20](=[O:26])[CH:21]=[CH:22][C:23](=[O:24])[NH:1][C:2]1[CH:11]=[C:10]2[C:5]([C:6]([NH:12][C:13]3[CH:18]=[CH:17][CH:16]=[C:15]([Br:19])[CH:14]=3)=[N:7][CH:8]=[N:9]2)=[CH:4][CH:3]=1)[CH3:29], predict the reactants needed to synthesize it. (3) Given the product [O:37]=[C:38]1[N:44]([CH:45]2[CH2:46][CH2:47][N:48]([C:51]([O:53][C@H:54]([CH2:73][C:74]3[CH:79]=[C:78]([C:80]([F:82])([F:81])[F:83])[C:77]([NH2:84])=[C:76]([Cl:85])[CH:75]=3)[C:55]([N:57]3[CH2:58][CH2:59][CH:60]([N:63]4[CH2:64][CH2:65][N:66]([C:4]([O:30][CH2:31][C:32](=[O:33])[N:34]([CH3:36])[CH3:35])=[O:8])[CH2:67][CH:68]4[CH3:23])[CH2:61][CH2:62]3)=[O:56])=[O:52])[CH2:49][CH2:50]2)[CH2:43][CH2:42][C:41]2[CH:86]=[CH:87][CH:88]=[CH:89][C:40]=2[NH:39]1, predict the reactants needed to synthesize it. The reactants are: CN([C:4]([O:8]N1N=NC2C=CC=CC1=2)=[N+](C)C)C.[B-](F)(F)(F)F.[CH2:23](N(CC)CC)C.[OH:30][CH2:31][C:32]([N:34]([CH3:36])[CH3:35])=[O:33].[O:37]=[C:38]1[N:44]([CH:45]2[CH2:50][CH2:49][N:48]([C:51]([O:53][C@H:54]([CH2:73][C:74]3[CH:79]=[C:78]([C:80]([F:83])([F:82])[F:81])[C:77]([NH2:84])=[C:76]([Cl:85])[CH:75]=3)[C:55]([N:57]3[CH2:62][CH2:61][CH:60]([N:63]4[CH2:68][CH2:67][N:66](CC(O)=O)[CH2:65][CH2:64]4)[CH2:59][CH2:58]3)=[O:56])=[O:52])[CH2:47][CH2:46]2)[CH2:43][CH2:42][C:41]2[CH:86]=[CH:87][CH:88]=[CH:89][C:40]=2[NH:39]1.